From a dataset of Forward reaction prediction with 1.9M reactions from USPTO patents (1976-2016). Predict the product of the given reaction. Given the reactants Cl.[CH:2]1[C:15]2[NH:14][C:13]3[C:8](=[CH:9][CH:10]=[CH:11][CH:12]=3)[S:7][C:6]=2[CH:5]=[CH:4][C:3]=1[C:16]1[N:17]=[C:18]([CH2:21][NH2:22])[S:19][CH:20]=1.[C:23](Cl)(=[O:29])[CH2:24][CH2:25][CH2:26][CH2:27][CH3:28].C(Cl)(=O)C, predict the reaction product. The product is: [CH:2]1[C:15]2[NH:14][C:13]3[C:8](=[CH:9][CH:10]=[CH:11][CH:12]=3)[S:7][C:6]=2[CH:5]=[CH:4][C:3]=1[C:16]1[N:17]=[C:18]([CH2:21][NH:22][C:23](=[O:29])[CH2:24][CH2:25][CH2:26][CH2:27][CH3:28])[S:19][CH:20]=1.